Dataset: Reaction yield outcomes from USPTO patents with 853,638 reactions. Task: Predict the reaction yield, written as a fraction of the theoretical maximum amount of product (1.0 means a 100% yield; for example, 0.34 means a 34% yield). (1) The catalyst is C(Cl)Cl.CN(C1C=CN=CC=1)C. The yield is 0.920. The product is [C:1]([NH:4][C:5]1[N:6]=[C:7]([O:33][S:49]([C:38]2[C:39]([CH:46]([CH3:47])[CH3:48])=[CH:40][C:41]([CH:43]([CH3:45])[CH3:44])=[CH:42][C:37]=2[CH:34]([CH3:36])[CH3:35])(=[O:51])=[O:50])[C:8]2[S:13][C:12](=[O:14])[N:11]([C@@H:15]3[O:27][C@H:26]([CH2:28][O:29][C:30](=[O:32])[CH3:31])[C@@H:21]([O:22][C:23](=[O:25])[CH3:24])[C@H:16]3[O:17][C:18](=[O:20])[CH3:19])[C:9]=2[N:10]=1)(=[O:3])[CH3:2]. The reactants are [C:1]([NH:4][C:5]1[NH:6][C:7](=[O:33])[C:8]2[S:13][C:12](=[O:14])[N:11]([C@@H:15]3[O:27][C@H:26]([CH2:28][O:29][C:30](=[O:32])[CH3:31])[C@@H:21]([O:22][C:23](=[O:25])[CH3:24])[C@H:16]3[O:17][C:18](=[O:20])[CH3:19])[C:9]=2[N:10]=1)(=[O:3])[CH3:2].[CH:34]([C:37]1[CH:42]=[C:41]([CH:43]([CH3:45])[CH3:44])[CH:40]=[C:39]([CH:46]([CH3:48])[CH3:47])[C:38]=1[S:49](Cl)(=[O:51])=[O:50])([CH3:36])[CH3:35]. (2) The reactants are COC1C=CC(/C=[C:16]2/[C:17]([NH:19][C:20]([S:22]/2)=[NH:21])=[O:18])=CC=1OC1CCCC1.[CH3:23][C:24]([O:27][C:28](O[C:28]([O:27][C:24]([CH3:26])([CH3:25])[CH3:23])=[O:29])=[O:29])([CH3:26])[CH3:25]. The catalyst is C(#N)C.CN(C1C=CN=CC=1)C. The product is [C:24]([O:27][C:28](=[O:29])[NH:21][C:20]1[S:22][CH2:16][C:17](=[O:18])[N:19]=1)([CH3:26])([CH3:25])[CH3:23]. The yield is 0.150.